Predict the reaction yield, written as a fraction of the theoretical maximum amount of product (1.0 means a 100% yield; for example, 0.34 means a 34% yield). From a dataset of Reaction yield outcomes from USPTO patents with 853,638 reactions. The product is [Cl:1][C:2]1[CH:7]=[C:6]([F:8])[CH:5]=[CH:4][C:3]=1[CH:9]1[CH2:10][CH2:11][C:12](=[O:15])[CH2:13][CH2:14]1. The reactants are [Cl:1][C:2]1[CH:7]=[C:6]([F:8])[CH:5]=[CH:4][C:3]=1[CH:9]1[CH2:14][CH2:13][CH:12]([OH:15])[CH2:11][CH2:10]1.[OH-].[Na+]. The catalyst is C(Cl)Cl. The yield is 0.560.